From a dataset of Catalyst prediction with 721,799 reactions and 888 catalyst types from USPTO. Predict which catalyst facilitates the given reaction. (1) Reactant: [CH3:1][O:2][CH2:3][CH2:4][O:5][C:6]1[CH:7]=[C:8]2[C:13](=[CH:14][C:15]=1[O:16][CH2:17][CH2:18][O:19][CH3:20])[NH:12][C:11](=O)[N:10]=[CH:9]2.C(Cl)(Cl)[Cl:23].C(Cl)(=O)C(Cl)=O. Product: [Cl:23][C:9]1[C:8]2[C:13](=[CH:14][C:15]([O:16][CH2:17][CH2:18][O:19][CH3:20])=[C:6]([O:5][CH2:4][CH2:3][O:2][CH3:1])[CH:7]=2)[N:12]=[CH:11][N:10]=1. The catalyst class is: 9. (2) Reactant: [N:1]1([C:7]2[CH:12]=[CH:11][C:10]([N:13]3[CH2:18][CH2:17][CH2:16][CH2:15][C:14]3=[O:19])=[CH:9][CH:8]=2)[CH2:6][CH2:5][NH:4][CH2:3][CH2:2]1.CC1C=CC(S(O[CH2:31][CH2:32][CH2:33][CH2:34][C:35]2[C:43]3[C:38](=[CH:39][CH:40]=[C:41]([C:44]#[N:45])[CH:42]=3)[NH:37][CH:36]=2)(=O)=O)=CC=1.C(=O)([O-])[O-].[K+].[K+].[I-].[K+]. Product: [O:19]=[C:14]1[CH2:15][CH2:16][CH2:17][CH2:18][N:13]1[C:10]1[CH:9]=[CH:8][C:7]([N:1]2[CH2:6][CH2:5][N:4]([CH2:31][CH2:32][CH2:33][CH2:34][C:35]3[C:43]4[C:38](=[CH:39][CH:40]=[C:41]([C:44]#[N:45])[CH:42]=4)[NH:37][CH:36]=3)[CH2:3][CH2:2]2)=[CH:12][CH:11]=1. The catalyst class is: 10.